Dataset: Full USPTO retrosynthesis dataset with 1.9M reactions from patents (1976-2016). Task: Predict the reactants needed to synthesize the given product. Given the product [CH:1]1([P:4](=[O:5])([CH:8]=[CH2:9])[CH:14]=[CH2:15])[CH2:3][CH2:2]1, predict the reactants needed to synthesize it. The reactants are: [CH:1]1([P:4](Cl)(Cl)=[O:5])[CH2:3][CH2:2]1.[CH:8]([Mg]Br)=[CH2:9].[NH4+].[Cl-].[CH2:14]1COC[CH2:15]1.